This data is from Full USPTO retrosynthesis dataset with 1.9M reactions from patents (1976-2016). The task is: Predict the reactants needed to synthesize the given product. Given the product [CH2:26]([C:30]1[N:8]=[C:17]([N:15]([CH3:16])[C:13]2[CH:12]=[CH:11][N:10]=[C:9]([NH:8][CH2:17][CH2:18][C:19]3[CH:20]=[CH:21][CH:22]=[CH:23][CH:24]=3)[N:14]=2)[CH:18]=[CH:19][CH:20]=1)[C:27]1[CH:24]=[CH:23][CH:22]=[CH:21][CH:28]=1, predict the reactants needed to synthesize it. The reactants are: ClC1N=C([N:8]([CH2:17][CH2:18][C:19]2[CH:24]=[CH:23][CH:22]=[CH:21][CH:20]=2)[C:9]2[N:14]=[C:13]([NH:15][CH3:16])[CH:12]=[CH:11][N:10]=2)C=CC=1.[Br-].[CH2:26]1[CH2:30]O[CH2:28][CH2:27]1.